From a dataset of Reaction yield outcomes from USPTO patents with 853,638 reactions. Predict the reaction yield, written as a fraction of the theoretical maximum amount of product (1.0 means a 100% yield; for example, 0.34 means a 34% yield). (1) The reactants are [CH3:1][N:2]([S:21]([C:24]1[S:25][CH:26]=[CH:27][CH:28]=1)(=[O:23])=[O:22])[C:3]1[CH:4]=[CH:5][CH:6]=[C:7]2[C:11]=1[NH:10][C:9]([C:12]1[S:13][CH:14]([CH2:17][C:18]([OH:20])=O)[CH2:15][N:16]=1)=[CH:8]2.C[N:30](C)C=O.Cl.CN(C)CCCN=C=NCC. The catalyst is C(OCC)(=O)C. The product is [CH3:1][N:2]([S:21]([C:24]1[S:25][CH:26]=[CH:27][CH:28]=1)(=[O:23])=[O:22])[C:3]1[CH:4]=[CH:5][CH:6]=[C:7]2[C:11]=1[NH:10][C:9]([C:12]1[S:13][CH:14]([CH2:17][C:18]([NH2:30])=[O:20])[CH2:15][N:16]=1)=[CH:8]2. The yield is 0.820. (2) The reactants are [Br:1][C:2]1[CH:3]=[CH:4][C:5]([Cl:11])=[C:6]([CH:10]=1)[C:7](O)=[O:8].S(Cl)([Cl:14])=O. The catalyst is C1(C)C=CC=CC=1.CN(C)C=O. The product is [Br:1][C:2]1[CH:3]=[CH:4][C:5]([Cl:11])=[C:6]([CH:10]=1)[C:7]([Cl:14])=[O:8]. The yield is 1.00. (3) The reactants are [OH-:1].[K+].[CH2:3]([CH:5]1[CH2:10][O:9][C:8]2[CH:11]=[CH:12][C:13]([C:15]#N)=[CH:14][C:7]=2[O:6]1)[CH3:4].C(O)C.Cl.[OH2:21]. No catalyst specified. The product is [CH2:3]([CH:5]1[CH2:10][O:9][C:8]2[CH:11]=[CH:12][C:13]([C:15]([OH:21])=[O:1])=[CH:14][C:7]=2[O:6]1)[CH3:4]. The yield is 0.920. (4) The reactants are [CH2:1]([O:4][C:5](=[O:12])[C:6]1[CH:11]=[CH:10][CH:9]=[CH:8][CH:7]=1)[CH:2]=[CH2:3].[Cl:13][C:14]([Cl:19])(Cl)[C:15](Cl)=[O:16].C(COC)OC.CCCCCC. The catalyst is C(OCC)C.[Zn]. The product is [C:5]([O:4][CH2:1][CH:2]1[CH2:3][C:15](=[O:16])[C:14]1([Cl:19])[Cl:13])(=[O:12])[C:6]1[CH:11]=[CH:10][CH:9]=[CH:8][CH:7]=1. The yield is 0.370. (5) The reactants are [NH:1]1[CH2:6][CH2:5][CH:4]([C:7]2[CH:8]=[CH:9][C:10]3[O:19][CH2:18][CH2:17][C:16]4[N:12]([N:13]=[C:14]([C:20]5[N:21]([CH2:25][C:26]([F:29])([F:28])[F:27])[N:22]=[CH:23][N:24]=5)[CH:15]=4)[C:11]=3[CH:30]=2)[CH2:3][CH2:2]1.C(=O)([O-])[O-].[K+].[K+].Br[CH2:38][C:39]([NH2:41])=[O:40]. The catalyst is CN(C=O)C. The product is [F:28][C:26]([F:29])([F:27])[CH2:25][N:21]1[C:20]([C:14]2[CH:15]=[C:16]3[N:12]([C:11]4[CH:30]=[C:7]([CH:4]5[CH2:3][CH2:2][N:1]([CH2:38][C:39]([NH2:41])=[O:40])[CH2:6][CH2:5]5)[CH:8]=[CH:9][C:10]=4[O:19][CH2:18][CH2:17]3)[N:13]=2)=[N:24][CH:23]=[N:22]1. The yield is 0.540. (6) The reactants are I[C:2]1[CH:3]=[C:4]([CH:15]=[CH:16][CH:17]=1)/[CH:5]=[CH:6]/[C:7]1[C:12]([CH3:13])=[CH:11][CH:10]=[CH:9][C:8]=1[CH3:14].[CH3:18][CH2:19][N:20](CC)CC.C(OC)(=O)C[SH:27]. The catalyst is CN1C(=O)CCC1.O.C1C=CC(/C=C/C(/C=C/C2C=CC=CC=2)=O)=CC=1.C1C=CC(/C=C/C(/C=C/C2C=CC=CC=2)=O)=CC=1.C1C=CC(/C=C/C(/C=C/C2C=CC=CC=2)=O)=CC=1.[Pd].[Pd].C1(P(C2C=CC=CC=2)[C-]2C=CC=C2)C=CC=CC=1.[C-]1(P(C2C=CC=CC=2)C2C=CC=CC=2)C=CC=C1.[Fe+2]. The product is [CH3:14][C:8]1[CH:9]=[CH:10][CH:11]=[C:12]([CH3:13])[C:7]=1/[CH:6]=[CH:5]/[C:4]1[CH:3]=[C:2]([S:27][CH2:18][CH2:19][NH2:20])[CH:17]=[CH:16][CH:15]=1. The yield is 0.920. (7) The reactants are CCN(C(C)C)C(C)C.[F:10][C:11]1[CH:16]=[CH:15][C:14]([C:17]2[NH:21][N:20]=[C:19]([C:22]([OH:24])=O)[CH:18]=2)=[CH:13][CH:12]=1.C1(C2NN=C(C(O)=O)C=2)C=CC=CC=1.FC1C=CC(C(=O)C)=CC=1.C1C=CC2N(O)N=NC=2C=1.CCN=C=NCCCN(C)C.Cl.Cl.[NH2:72][CH2:73][C:74]([N:76]1[CH2:81][CH2:80][CH:79]([O:82][C:83]2[CH:88]=[CH:87][CH:86]=[C:85]([C:89]([F:92])([F:91])[F:90])[CH:84]=2)[CH2:78][CH2:77]1)=[O:75]. The catalyst is CN(C=O)C.O. The product is [O:75]=[C:74]([N:76]1[CH2:77][CH2:78][CH:79]([O:82][C:83]2[CH:88]=[CH:87][CH:86]=[C:85]([C:89]([F:92])([F:90])[F:91])[CH:84]=2)[CH2:80][CH2:81]1)[CH2:73][NH:72][C:22]([C:19]1[CH:18]=[C:17]([C:14]2[CH:13]=[CH:12][C:11]([F:10])=[CH:16][CH:15]=2)[NH:21][N:20]=1)=[O:24]. The yield is 0.683. (8) The reactants are [CH2:1]([O:8][C:9]1[CH:10]=[C:11]([F:16])[CH:12]=[C:13](Br)[CH:14]=1)[C:2]1[CH:7]=[CH:6][CH:5]=[CH:4][CH:3]=1.[F:17][C:18]1[CH:25]=[CH:24][C:21]([CH:22]=[CH2:23])=[CH:20][CH:19]=1.CCN(CC)CC.Cl. The yield is 0.910. The catalyst is CN(C=O)C.CC([O-])=O.CC([O-])=O.[Pd+2].C1(C)C=CC=CC=1P(C1C=CC=CC=1C)C1C=CC=CC=1C.CCOC(C)=O. The product is [CH2:1]([O:8][C:9]1[CH:10]=[C:11]([F:16])[CH:12]=[C:13]([CH:23]=[CH:22][C:21]2[CH:24]=[CH:25][C:18]([F:17])=[CH:19][CH:20]=2)[CH:14]=1)[C:2]1[CH:7]=[CH:6][CH:5]=[CH:4][CH:3]=1. (9) The reactants are [Cl:1][C:2]1[S:6][C:5]([C:7]2[N:12]=[C:11]([NH:13][C:14]3[CH:19]=[CH:18][C:17]([CH2:20][C:21]4[NH:22][CH:23]=[C:24]([C:26]([O:28]C)=O)[N:25]=4)=[CH:16][CH:15]=3)[C:10]([CH2:30][CH3:31])=[C:9]([CH3:32])[N:8]=2)=[CH:4][CH:3]=1.[NH3:33]. The catalyst is C(O)C. The product is [Cl:1][C:2]1[S:6][C:5]([C:7]2[N:12]=[C:11]([NH:13][C:14]3[CH:19]=[CH:18][C:17]([CH2:20][C:21]4[NH:22][CH:23]=[C:24]([C:26]([NH2:33])=[O:28])[N:25]=4)=[CH:16][CH:15]=3)[C:10]([CH2:30][CH3:31])=[C:9]([CH3:32])[N:8]=2)=[CH:4][CH:3]=1. The yield is 0.320.